This data is from Forward reaction prediction with 1.9M reactions from USPTO patents (1976-2016). The task is: Predict the product of the given reaction. (1) Given the reactants [CH3:1][N:2]1[CH:7]2[CH2:8][CH2:9][CH:3]1[CH2:4][CH:5](O)[CH2:6]2.[N+:11]([C:14]1[CH:15]=[N:16][NH:17][CH:18]=1)([O-:13])=[O:12].C1(P(C2C=CC=CC=2)C2C=CC=CC=2)C=CC=CC=1.CC(OC(/N=N/C(OC(C)(C)C)=O)=O)(C)C, predict the reaction product. The product is: [CH3:1][N:2]1[CH:7]2[CH2:8][CH2:9][CH:3]1[CH2:4][CH:5]([N:16]1[CH:15]=[C:14]([N+:11]([O-:13])=[O:12])[CH:18]=[N:17]1)[CH2:6]2. (2) Given the reactants [Si]([O:8][CH:9]1[CH:14]([NH:15][C:16]([C:18]2[NH:19][C:20]([CH3:25])=[C:21]([Cl:24])[C:22]=2[Cl:23])=[O:17])[CH2:13][CH2:12][N:11](C(OCC)=O)[CH2:10]1)(C(C)(C)C)(C)C.[OH-].[Na+].Cl, predict the reaction product. The product is: [Cl:23][C:22]1[C:21]([Cl:24])=[C:20]([CH3:25])[NH:19][C:18]=1[C:16]([NH:15][CH:14]1[CH2:13][CH2:12][NH:11][CH2:10][CH:9]1[OH:8])=[O:17].